Task: Predict the reactants needed to synthesize the given product.. Dataset: Full USPTO retrosynthesis dataset with 1.9M reactions from patents (1976-2016) (1) Given the product [Cl:1][C:2]1[CH:11]=[CH:10][CH:9]=[C:8]2[C:3]=1[C:4]([O:23][CH3:22])=[CH:5][NH:6][C:7]2=[O:12], predict the reactants needed to synthesize it. The reactants are: [Cl:1][C:2]1[CH:11]=[CH:10][CH:9]=[C:8]2[C:3]=1[CH:4]=[CH:5][NH:6][C:7]2=[O:12].I(C1C=CC=C(C[C:22]([O-])=[O:23])C=1CC([O-])=O)=O.CS(O)(=O)=O. (2) Given the product [Cl:1][C:2]1[N:3]=[N:4][C:5]([C:26]2[CH:27]=[CH:28][C:29]([CH3:31])=[CH:30][C:25]=2[F:24])=[CH:6][CH:7]=1, predict the reactants needed to synthesize it. The reactants are: [Cl:1][C:2]1[N:3]=[N:4][C:5](Cl)=[CH:6][CH:7]=1.P(C(C)(C)C)(C(C)(C)C)C(C)(C)C.[F-].[K+].[F:24][C:25]1[CH:30]=[C:29]([CH3:31])[CH:28]=[CH:27][C:26]=1B(O)O. (3) Given the product [CH3:18][O:17][C:13]1[CH:12]=[C:11]([N:9]([CH3:10])[C:7]([C:5]2[S:6][C:2]([C:19]3[CH:24]=[CH:23][CH:22]=[CH:21][CH:20]=3)=[CH:3][CH:4]=2)=[O:8])[CH:16]=[CH:15][CH:14]=1, predict the reactants needed to synthesize it. The reactants are: Br[C:2]1[S:6][C:5]([C:7]([N:9]([C:11]2[CH:16]=[CH:15][CH:14]=[C:13]([O:17][CH3:18])[CH:12]=2)[CH3:10])=[O:8])=[CH:4][CH:3]=1.[C:19]1(B(O)O)[CH:24]=[CH:23][CH:22]=[CH:21][CH:20]=1. (4) Given the product [C:1]([C:3]1[CH:4]=[C:5]([CH:21]=[CH:22][CH:23]=1)[CH2:6][O:7][C:8]1[C:16]([CH3:17])=[N:15][C:14]([CH:18]2[CH2:20][CH2:19]2)=[CH:13][C:9]=1[C:10]([NH:24][C:25]1[CH:32]=[CH:31][CH:30]=[C:27]([C:28]#[N:29])[CH:26]=1)=[O:12])#[N:2], predict the reactants needed to synthesize it. The reactants are: [C:1]([C:3]1[CH:4]=[C:5]([CH:21]=[CH:22][CH:23]=1)[CH2:6][O:7][C:8]1[C:16]([CH3:17])=[N:15][C:14]([CH:18]2[CH2:20][CH2:19]2)=[CH:13][C:9]=1[C:10]([OH:12])=O)#[N:2].[NH2:24][C:25]1[CH:26]=[C:27]([CH:30]=[CH:31][CH:32]=1)[C:28]#[N:29]. (5) Given the product [O:4]1[C:8]2=[C:9]([N:13]3[CH2:18][CH2:17][N:16]([CH2:19][CH2:20][C@H:21]4[CH2:26][CH2:25][C@H:24]([NH:27][C:28](=[O:30])[CH3:29])[CH2:23][CH2:22]4)[CH2:15][CH2:14]3)[N:10]=[CH:11][CH:12]=[C:7]2[CH:6]=[CH:5]1, predict the reactants needed to synthesize it. The reactants are: Cl.Cl.Cl.[O:4]1[C:8]2=[C:9]([N:13]3[CH2:18][CH2:17][N:16]([CH2:19][CH2:20][CH:21]4[CH2:26][CH2:25][CH:24]([NH2:27])[CH2:23][CH2:22]4)[CH2:15][CH2:14]3)[N:10]=[CH:11][CH:12]=[C:7]2[CH:6]=[CH:5]1.[C:28](O)(=[O:30])[CH3:29]. (6) Given the product [NH2:1][C:2]1[N:3]=[C:4]([C:9]([F:12])([CH3:11])[CH3:10])[N:5]=[C:6]([NH:32][CH:27]([CH:28]2[CH2:31][CH2:30][CH2:29]2)[CH2:26][O:25][C:19]2[CH:20]=[CH:21][CH:22]=[CH:23][CH:24]=2)[N:7]=1, predict the reactants needed to synthesize it. The reactants are: [NH2:1][C:2]1[N:7]=[C:6](Cl)[N:5]=[C:4]([C:9]([F:12])([CH3:11])[CH3:10])[N:3]=1.C(=O)([O-])[O-].[K+].[K+].[C:19]1([O:25][CH2:26][CH:27]([NH2:32])[CH:28]2[CH2:31][CH2:30][CH2:29]2)[CH:24]=[CH:23][CH:22]=[CH:21][CH:20]=1.